Task: Predict the product of the given reaction.. Dataset: Forward reaction prediction with 1.9M reactions from USPTO patents (1976-2016) (1) Given the reactants [CH3:1][C:2]1([CH3:23])[CH2:6][O:5][C:4](=[O:7])[N:3]1[CH2:8][C:9]1[CH:14]=[CH:13][CH:12]=[CH:11][C:10]=1[NH:15][S:16]([C:19]([F:22])([F:21])[F:20])(=[O:18])=[O:17].C(=O)(O)[O-].[Na+].Cl[C:30]([O:32][CH2:33][CH:34]([CH3:36])[CH3:35])=[O:31], predict the reaction product. The product is: [CH3:1][C:2]1([CH3:23])[CH2:6][O:5][C:4](=[O:7])[N:3]1[CH2:8][C:9]1[CH:14]=[CH:13][CH:12]=[CH:11][C:10]=1[N:15]([C:30]([O:32][CH2:33][CH:34]([CH3:36])[CH3:35])=[O:31])[S:16]([C:19]([F:22])([F:20])[F:21])(=[O:18])=[O:17]. (2) Given the reactants [CH:1]1[C:14]2[C:5](=[N:6][CH:7]=[C:8]3[C:13]=2[CH:12]=[CH:11][CH:10]=[CH:9]3)[CH:4]=[CH:3][CH:2]=1.[CH2:15]1[O:23][C:22]2[C:17](=[CH:18][CH:19]=[C-:20][CH:21]=2)[O:16]1.[Mg+2].[Br-].[O:26]1[CH:30]=[CH:29][CH:28]=[C:27]1[C:31](Cl)=[O:32], predict the reaction product. The product is: [O:16]1[C:17]2[CH:18]=[CH:19][C:20]([CH:7]3[C:8]4[C:13](=[CH:12][CH:11]=[CH:10][CH:9]=4)[C:14]4[CH:1]=[CH:2][CH:3]=[CH:4][C:5]=4[N:6]3[C:31]([C:27]3[O:26][CH:30]=[CH:29][CH:28]=3)=[O:32])=[CH:21][C:22]=2[O:23][CH2:15]1. (3) The product is: [ClH:4].[CH3:6][O:7][C:8](=[O:32])[C@H:9]([CH2:28][CH2:29][S:30][CH3:31])[NH:10][C:11](=[O:27])[C:12]1[CH:17]=[CH:16][C:15]([NH2:18])=[CH:14][C:13]=1[C:21]1[CH:22]=[CH:23][CH:24]=[CH:25][CH:26]=1. Given the reactants O.O.[Sn](Cl)[Cl:4].[CH3:6][O:7][C:8](=[O:32])[C@H:9]([CH2:28][CH2:29][S:30][CH3:31])[NH:10][C:11](=[O:27])[C:12]1[CH:17]=[CH:16][C:15]([N+:18]([O-])=O)=[CH:14][C:13]=1[C:21]1[CH:26]=[CH:25][CH:24]=[CH:23][CH:22]=1, predict the reaction product. (4) Given the reactants C(C1[O:5][C@H:6]([CH2:12][OH:13])[C@@H:7]([OH:11])[C@H:8]([OH:10])C=1)(=O)C.[CH3:14][O-:15].[Na+].N1C=CN=C1.[Si](Cl)(C(C)(C)C)(C)C.[CH3:30][OH:31], predict the reaction product. The product is: [O:15]=[CH:14][C@@H:30]([C@H:12]([C@@H:6]([C@@H:7]([CH2:8][OH:10])[OH:11])[OH:5])[OH:13])[OH:31]. (5) Given the reactants [C:1]([CH2:3]P(=O)(OCC)OCC)#[N:2].CC(C)([O-])C.[K+].[F:18][C:19]1[CH:33]=[C:32]([N:34]2[CH2:37][C:36](=O)[CH2:35]2)[C:31]([F:39])=[CH:30][C:20]=1[C:21]([NH:23][C@@H:24]([CH3:29])[C:25]([F:28])([F:27])[F:26])=[O:22], predict the reaction product. The product is: [C:1]([CH:3]=[C:36]1[CH2:37][N:34]([C:32]2[C:31]([F:39])=[CH:30][C:20]([C:21]([NH:23][C@@H:24]([CH3:29])[C:25]([F:28])([F:27])[F:26])=[O:22])=[C:19]([F:18])[CH:33]=2)[CH2:35]1)#[N:2].